From a dataset of Forward reaction prediction with 1.9M reactions from USPTO patents (1976-2016). Predict the product of the given reaction. (1) Given the reactants [CH:1]1([C:16]([O:18][CH2:19][CH3:20])=[O:17])[CH:5]2[CH2:6][CH2:7][CH2:8][CH:4]2[CH2:3][N:2]1C(OC(C)(C)C)=O.[ClH:21].O1CCOCC1, predict the reaction product. The product is: [ClH:21].[CH:1]1([C:16]([O:18][CH2:19][CH3:20])=[O:17])[CH:5]2[CH2:6][CH2:7][CH2:8][CH:4]2[CH2:3][NH:2]1. (2) Given the reactants [C:1]([O:5][C:6]([N:8]1[CH2:13][CH2:12][NH:11][CH2:10][C:9]1([CH3:15])[CH3:14])=[O:7])([CH3:4])([CH3:3])[CH3:2].[CH2:16]([O:23][C:24]1[CH:29]=[CH:28][C:27]([C:30]2[CH:31]=[C:32]([CH:46]=O)[C:33]3[C:38]([CH3:39])=[N:37][N:36]([CH:40]4[CH2:45][CH2:44][CH2:43][CH2:42][O:41]4)[C:34]=3[N:35]=2)=[C:26]([F:48])[CH:25]=1)[C:17]1[CH:22]=[CH:21][CH:20]=[CH:19][CH:18]=1.C(O[BH-](OC(=O)C)OC(=O)C)(=O)C.[Na+].[Cl-].[NH4+], predict the reaction product. The product is: [C:1]([O:5][C:6]([N:8]1[CH2:13][CH2:12][N:11]([CH2:46][C:32]2[CH:31]=[C:30]([C:27]3[CH:28]=[CH:29][C:24]([O:23][CH2:16][C:17]4[CH:18]=[CH:19][CH:20]=[CH:21][CH:22]=4)=[CH:25][C:26]=3[F:48])[N:35]=[C:34]3[N:36]([CH:40]4[CH2:45][CH2:44][CH2:43][CH2:42][O:41]4)[N:37]=[C:38]([CH3:39])[C:33]=23)[CH2:10][C:9]1([CH3:15])[CH3:14])=[O:7])([CH3:4])([CH3:2])[CH3:3]. (3) Given the reactants [H-].[Na+].[I-].[CH4:4].[N+:5]([C:8]1[CH:13]=[CH:12][C:11]([C:14]2[C:22]3[C:17](=[CH:18][CH:19]=[CH:20][CH:21]=3)[NH:16][C:15]=2[C:23]([NH2:25])=[O:24])=[CH:10][CH:9]=1)([O-:7])=[O:6].O, predict the reaction product. The product is: [CH3:4][N:16]1[C:17]2[C:22](=[CH:21][CH:20]=[CH:19][CH:18]=2)[C:14]([C:11]2[CH:10]=[CH:9][C:8]([N+:5]([O-:7])=[O:6])=[CH:13][CH:12]=2)=[C:15]1[C:23]([NH2:25])=[O:24].